From a dataset of Catalyst prediction with 721,799 reactions and 888 catalyst types from USPTO. Predict which catalyst facilitates the given reaction. (1) Reactant: [O:1]=[C:2]1[N:7]2[N:8]=[C:9]([NH:17][C:18](=[O:21])[CH2:19][CH3:20])[C:10]([C:11]3[CH:16]=[CH:15][CH:14]=[CH:13][N:12]=3)=[C:6]2[NH:5][C:4]([C:22]2[CH:34]=[CH:33][C:25]3[N:26](C(=O)CC)[N:27]=[N:28][C:24]=3[CH:23]=2)=[CH:3]1.C(=O)([O-])[O-].[K+].[K+]. Product: [NH:28]1[C:24]2[CH:23]=[C:22]([C:4]3[NH:5][C:6]4[N:7]([N:8]=[C:9]([NH:17][C:18](=[O:21])[CH2:19][CH3:20])[C:10]=4[C:11]4[CH:16]=[CH:15][CH:14]=[CH:13][N:12]=4)[C:2](=[O:1])[CH:3]=3)[CH:34]=[CH:33][C:25]=2[N:26]=[N:27]1. The catalyst class is: 5. (2) Product: [ClH:1].[Cl:1][C:2]1[CH:3]=[C:4]([CH2:14][N:15]2[C:19]([CH3:20])=[CH:18][C:17]([NH:21][C:22](=[O:23])[O:24][CH2:25][CH:26]3[CH2:27][CH2:28][NH:29][CH2:30][CH2:31]3)=[N:16]2)[C:5]2[O:9][C:8]([CH:10]([CH3:11])[CH3:12])=[CH:7][C:6]=2[CH:13]=1. The catalyst class is: 89. Reactant: [Cl:1][C:2]1[CH:3]=[C:4]([CH2:14][N:15]2[C:19]([CH3:20])=[CH:18][C:17]([NH:21][C:22]([O:24][CH2:25][CH:26]3[CH2:31][CH2:30][N:29](C(OC(C)(C)C)=O)[CH2:28][CH2:27]3)=[O:23])=[N:16]2)[C:5]2[O:9][C:8]([CH:10]([CH3:12])[CH3:11])=[CH:7][C:6]=2[CH:13]=1.